This data is from Peptide-MHC class I binding affinity with 185,985 pairs from IEDB/IMGT. The task is: Regression. Given a peptide amino acid sequence and an MHC pseudo amino acid sequence, predict their binding affinity value. This is MHC class I binding data. The peptide sequence is RPVGISSMV. The MHC is HLA-A69:01 with pseudo-sequence HLA-A69:01. The binding affinity (normalized) is 0.0847.